Dataset: NCI-60 drug combinations with 297,098 pairs across 59 cell lines. Task: Regression. Given two drug SMILES strings and cell line genomic features, predict the synergy score measuring deviation from expected non-interaction effect. (1) Drug 1: CC(C)NC(=O)C1=CC=C(C=C1)CNNC.Cl. Drug 2: CCC1(C2=C(COC1=O)C(=O)N3CC4=CC5=C(C=CC(=C5CN(C)C)O)N=C4C3=C2)O.Cl. Cell line: HOP-62. Synergy scores: CSS=-22.0, Synergy_ZIP=-6.24, Synergy_Bliss=-32.7, Synergy_Loewe=-106, Synergy_HSA=-49.5. (2) Drug 1: CC1CCC2CC(C(=CC=CC=CC(CC(C(=O)C(C(C(=CC(C(=O)CC(OC(=O)C3CCCCN3C(=O)C(=O)C1(O2)O)C(C)CC4CCC(C(C4)OC)OCCO)C)C)O)OC)C)C)C)OC. Drug 2: C(CC(=O)O)C(=O)CN.Cl. Cell line: T-47D. Synergy scores: CSS=21.1, Synergy_ZIP=-7.29, Synergy_Bliss=-3.01, Synergy_Loewe=-41.4, Synergy_HSA=-0.0790. (3) Drug 1: CC1=C2C(C(=O)C3(C(CC4C(C3C(C(C2(C)C)(CC1OC(=O)C(C(C5=CC=CC=C5)NC(=O)C6=CC=CC=C6)O)O)OC(=O)C7=CC=CC=C7)(CO4)OC(=O)C)O)C)OC(=O)C. Drug 2: CN(CC1=CN=C2C(=N1)C(=NC(=N2)N)N)C3=CC=C(C=C3)C(=O)NC(CCC(=O)O)C(=O)O. Cell line: UO-31. Synergy scores: CSS=25.1, Synergy_ZIP=0.691, Synergy_Bliss=0.209, Synergy_Loewe=-21.8, Synergy_HSA=-1.77. (4) Drug 1: C1=CC=C(C(=C1)C(C2=CC=C(C=C2)Cl)C(Cl)Cl)Cl. Drug 2: CC1C(C(CC(O1)OC2CC(CC3=C2C(=C4C(=C3O)C(=O)C5=CC=CC=C5C4=O)O)(C(=O)C)O)N)O. Cell line: HCT-15. Synergy scores: CSS=48.7, Synergy_ZIP=-7.62, Synergy_Bliss=-5.27, Synergy_Loewe=-1.53, Synergy_HSA=0.0631. (5) Drug 1: CN(C)N=NC1=C(NC=N1)C(=O)N. Drug 2: CN(C)C1=NC(=NC(=N1)N(C)C)N(C)C. Cell line: HL-60(TB). Synergy scores: CSS=18.5, Synergy_ZIP=14.8, Synergy_Bliss=13.4, Synergy_Loewe=1.73, Synergy_HSA=10.2. (6) Drug 1: CNC(=O)C1=CC=CC=C1SC2=CC3=C(C=C2)C(=NN3)C=CC4=CC=CC=N4. Drug 2: CCCS(=O)(=O)NC1=C(C(=C(C=C1)F)C(=O)C2=CNC3=C2C=C(C=N3)C4=CC=C(C=C4)Cl)F. Cell line: NCI-H522. Synergy scores: CSS=4.17, Synergy_ZIP=-1.16, Synergy_Bliss=0.163, Synergy_Loewe=-7.54, Synergy_HSA=-2.33. (7) Drug 1: CC1=CC=C(C=C1)C2=CC(=NN2C3=CC=C(C=C3)S(=O)(=O)N)C(F)(F)F. Drug 2: C1=NC2=C(N1)C(=S)N=CN2. Cell line: SNB-75. Synergy scores: CSS=16.2, Synergy_ZIP=-5.76, Synergy_Bliss=2.24, Synergy_Loewe=-22.0, Synergy_HSA=-0.334.